This data is from Full USPTO retrosynthesis dataset with 1.9M reactions from patents (1976-2016). The task is: Predict the reactants needed to synthesize the given product. (1) Given the product [F:1][C:2]1[CH:3]=[C:4]([C:15]([C:17]2[CH:22]=[CH:21][C:20]([F:23])=[CH:19][CH:18]=2)=[N:30][S@@:28]([C:25]([CH3:27])([CH3:26])[CH3:24])=[O:29])[CH:5]=[C:6]([O:8][C:9]([F:14])([F:13])[CH:10]([F:12])[F:11])[CH:7]=1, predict the reactants needed to synthesize it. The reactants are: [F:1][C:2]1[CH:3]=[C:4]([C:15]([C:17]2[CH:22]=[CH:21][C:20]([F:23])=[CH:19][CH:18]=2)=O)[CH:5]=[C:6]([O:8][C:9]([F:14])([F:13])[CH:10]([F:12])[F:11])[CH:7]=1.[CH3:24][C:25]([S@:28]([NH2:30])=[O:29])([CH3:27])[CH3:26]. (2) Given the product [CH2:8]([CH:7]1[CH2:27][CH2:26][N:25]([CH2:24][CH2:23][C:22]#[C:15][C:16]2[CH:17]=[CH:18][CH:19]=[CH:20][CH:21]=2)[CH2:5][CH2:6]1)[C:9]1[CH:14]=[CH:13][CH:12]=[CH:11][CH:10]=1, predict the reactants needed to synthesize it. The reactants are: S([CH2:5][CH2:6][C:7]#[C:8][C:9]1[CH:14]=[CH:13][CH:12]=[CH:11][CH:10]=1)(C)(=O)=O.[CH2:15]([CH:22]1[CH2:27][CH2:26][NH:25][CH2:24][CH2:23]1)[C:16]1[CH:21]=[CH:20][CH:19]=[CH:18][CH:17]=1.C([O-])([O-])=O.[K+].[K+]. (3) Given the product [ClH:34].[CH2:32]([C:15]1[C:16]2=[CH:17][C:18]3[O:19][CH2:20][C:21]4[N:26]([C:27]=3[CH:28]=[C:29]2[N:13]([C:10]2([CH3:12])[CH2:9][NH:8][CH2:11]2)[CH:14]=1)[C@H:25]([CH3:30])[C:24](=[O:31])[NH:23][N:22]=4)[CH3:33], predict the reactants needed to synthesize it. The reactants are: C(OC([N:8]1[CH2:11][C:10]([N:13]2[C:29]3[C:16](=[CH:17][C:18]4[O:19][CH2:20][C:21]5[N:26]([C:27]=4[CH:28]=3)[C@H:25]([CH3:30])[C:24](=[O:31])[NH:23][N:22]=5)[C:15]([CH2:32][CH3:33])=[CH:14]2)([CH3:12])[CH2:9]1)=O)(C)(C)C.[ClH:34].